From a dataset of Forward reaction prediction with 1.9M reactions from USPTO patents (1976-2016). Predict the product of the given reaction. (1) Given the reactants [CH3:1][S:2](Cl)(=[O:4])=[O:3].[C:6]([O:10][C:11]([N:13]1[CH2:18][CH2:17][N:16]([CH2:19][CH2:20][NH2:21])[CH2:15][CH2:14]1)=[O:12])([CH3:9])([CH3:8])[CH3:7], predict the reaction product. The product is: [C:6]([O:10][C:11]([N:13]1[CH2:14][CH2:15][N:16]([CH2:19][CH2:20][NH:21][S:2]([CH3:1])(=[O:4])=[O:3])[CH2:17][CH2:18]1)=[O:12])([CH3:9])([CH3:8])[CH3:7]. (2) Given the reactants I[CH2:2][CH2:3][CH2:4][CH2:5]I.[NH2:7][C:8]1[CH:13]=[CH:12][C:11]([N:14]2[CH2:31][CH2:30][CH2:29][C@@:16]3([C:20](=[O:21])[N:19]([C@H:22]4[CH2:27][CH2:26][C@H:25]([OH:28])[CH2:24][CH2:23]4)[CH2:18][CH2:17]3)[CH2:15]2)=[C:10]([F:32])[CH:9]=1.O[C@H]1CC[C@H](N2CC[C@]3(CCCNC3)C2=O)CC1.[I-].[K+].C(O)(C(F)(F)F)=O, predict the reaction product. The product is: [F:32][C:10]1[CH:9]=[C:8]([N:7]2[CH2:5][CH2:4][CH2:3][CH2:2]2)[CH:13]=[CH:12][C:11]=1[N:14]1[CH2:31][CH2:30][CH2:29][C@@:16]2([C:20](=[O:21])[N:19]([C@H:22]3[CH2:23][CH2:24][C@H:25]([OH:28])[CH2:26][CH2:27]3)[CH2:18][CH2:17]2)[CH2:15]1. (3) Given the reactants [C:1]1([C:7]2[C:16]3[C:11](=[CH:12][CH:13]=[C:14]([C:17]([OH:19])=[O:18])[CH:15]=3)[CH2:10][CH2:9][C:8]=2[C:20]([OH:22])=[O:21])[CH:6]=[CH:5][CH:4]=[CH:3][CH:2]=1.C(=O)([O-])[O-].[K+].[K+].[CH2:29](Br)[C:30]1[CH:35]=[CH:34][CH:33]=[CH:32][CH:31]=1.CN(C=O)C, predict the reaction product. The product is: [CH2:29]([O:18][C:17]([C:14]1[CH:15]=[C:16]2[C:11]([CH2:10][CH2:9][C:8]([C:20]([OH:22])=[O:21])=[C:7]2[C:1]2[CH:2]=[CH:3][CH:4]=[CH:5][CH:6]=2)=[CH:12][CH:13]=1)=[O:19])[C:30]1[CH:35]=[CH:34][CH:33]=[CH:32][CH:31]=1. (4) Given the reactants [CH2:1](O)/[CH:2]=[CH:3]/[CH:4]=[CH:5]/[CH2:6][CH2:7][CH2:8][CH2:9][CH2:10]CC.C1(P([N:28]=[N+:29]=[N-:30])(C2C=CC=CC=2)=O)C=CC=CC=1.C1CCN2C(=NCCC2)CC1, predict the reaction product. The product is: [N:28]([CH2:1]/[CH:2]=[CH:3]/[CH:4]=[CH:5]/[CH2:6][CH2:7][CH2:8][CH2:9][CH3:10])=[N+:29]=[N-:30]. (5) The product is: [CH3:26][O:25][C:19]1[CH:20]=[C:21]2[C:16](=[CH:17][CH:18]=1)[N:15]=[C:14]([NH:13][C@H:10]1[CH2:11][CH2:12][NH:8][CH2:9]1)[CH:23]=[C:22]2[CH3:24]. Given the reactants C([N:8]1[CH2:12][CH2:11][C@H:10]([NH:13][C:14]2[CH:23]=[C:22]([CH3:24])[C:21]3[C:16](=[CH:17][CH:18]=[C:19]([O:25][CH3:26])[CH:20]=3)[N:15]=2)[CH2:9]1)C1C=CC=CC=1, predict the reaction product. (6) Given the reactants [Cl:1][C:2]1[CH:3]=[C:4]2[C:9](=[CH:10][CH:11]=1)[NH:8][C:7](=[O:12])[N:6]([CH2:13][C:14]([F:17])([F:16])[F:15])[C:5]2([CH:25]1[CH2:27][CH2:26]1)[C:18]1[CH:23]=[CH:22][C:21](Br)=[CH:20][CH:19]=1.[Cu][C:29]#[N:30], predict the reaction product. The product is: [Cl:1][C:2]1[CH:3]=[C:4]2[C:9](=[CH:10][CH:11]=1)[NH:8][C:7](=[O:12])[N:6]([CH2:13][C:14]([F:17])([F:16])[F:15])[C:5]2([CH:25]1[CH2:27][CH2:26]1)[C:18]1[CH:23]=[CH:22][C:21]([C:29]#[N:30])=[CH:20][CH:19]=1. (7) Given the reactants [C:1]1([C:6]2[NH:7][C:8]3[C:13]([CH:14]=2)=[C:12]([O:15][Si](C(C)C)(C(C)C)C(C)C)[CH:11]=[CH:10][CH:9]=3)[CH2:5][CH2:4][CH2:3][CH:2]=1.[F-].[Cs+].[CH2:28]([O:30][C:31](=[O:34])[CH2:32]Br)[CH3:29], predict the reaction product. The product is: [CH2:28]([O:30][C:31](=[O:34])[CH2:32][O:15][C:12]1[CH:11]=[CH:10][CH:9]=[C:8]2[C:13]=1[CH:14]=[C:6]([C:1]1[CH2:5][CH2:4][CH2:3][CH:2]=1)[NH:7]2)[CH3:29].